Dataset: Reaction yield outcomes from USPTO patents with 853,638 reactions. Task: Predict the reaction yield, written as a fraction of the theoretical maximum amount of product (1.0 means a 100% yield; for example, 0.34 means a 34% yield). (1) The reactants are [ClH:1].[CH3:2][O:3][C:4](=[O:29])[C@@H:5]([NH:21]C(OC(C)(C)C)=O)[CH2:6][C:7]1[CH:12]=[CH:11][C:10]([C:13]2[CH:18]=[CH:17][CH:16]=[CH:15][C:14]=2[C:19]#[N:20])=[CH:9][CH:8]=1. The catalyst is O1CCOCC1. The product is [ClH:1].[CH3:2][O:3][C:4](=[O:29])[C@@H:5]([NH2:21])[CH2:6][C:7]1[CH:12]=[CH:11][C:10]([C:13]2[CH:18]=[CH:17][CH:16]=[CH:15][C:14]=2[C:19]#[N:20])=[CH:9][CH:8]=1. The yield is 0.990. (2) The reactants are COC1C=CC(P2(SP(C3C=CC(OC)=CC=3)(=S)S2)=[S:10])=CC=1.[CH2:23]([O:30][N:31]1[C:37](=[O:38])[N:36]2[CH2:39][C@H:32]1[CH2:33][CH2:34][C@H:35]2[C:40]([NH:42][NH:43][C:44](=O)[CH2:45][NH:46][C:47](=[O:53])[O:48][C:49]([CH3:52])([CH3:51])[CH3:50])=O)[C:24]1[CH:29]=[CH:28][CH:27]=[CH:26][CH:25]=1.C([O-])(O)=O.[Na+]. The catalyst is C1COCC1. The product is [CH2:23]([O:30][N:31]1[C:37](=[O:38])[N:36]2[CH2:39][C@H:32]1[CH2:33][CH2:34][C@H:35]2[C:40]1[S:10][C:44]([CH2:45][NH:46][C:47](=[O:53])[O:48][C:49]([CH3:52])([CH3:51])[CH3:50])=[N:43][N:42]=1)[C:24]1[CH:29]=[CH:28][CH:27]=[CH:26][CH:25]=1. The yield is 0.450. (3) The yield is 0.230. The catalyst is C1COCC1.O.C([O-])(O)=O.[Na+].[Cl-].[Na+].O. The product is [OH:9][CH2:8][CH2:7][CH:2]1[CH2:3][N:4]([C:18]([O:17][CH2:16][C:13]2[CH:14]=[CH:15][CH:10]=[CH:11][CH:12]=2)=[O:19])[CH2:5][CH2:6][N:1]1[C:18]([O:17][CH2:16][C:13]1[CH:14]=[CH:15][CH:10]=[CH:11][CH:12]=1)=[O:19]. The reactants are [NH:1]1[CH2:6][CH2:5][NH:4][CH2:3][CH:2]1[CH2:7][CH2:8][OH:9].[CH:10]1[CH:15]=[CH:14][C:13]([CH2:16][O:17][C:18](Cl)=[O:19])=[CH:12][CH:11]=1. (4) The reactants are [OH:1][C:2]1[CH:3]=[N:4][C:5]2[N:6]([N:8]=[C:9]([C:21]3[CH:26]=[CH:25][CH:24]=[CH:23][CH:22]=3)[C:10]=2[CH2:11][N:12]2[CH2:16][CH:15]([CH2:17][CH2:18][CH3:19])[CH2:14][C:13]2=[O:20])[CH:7]=1.IC.[C:29]([O-])([O-])=O.[K+].[K+]. The catalyst is CC(C)=O. The product is [CH3:29][O:1][C:2]1[CH:3]=[N:4][C:5]2[N:6]([N:8]=[C:9]([C:21]3[CH:22]=[CH:23][CH:24]=[CH:25][CH:26]=3)[C:10]=2[CH2:11][N:12]2[CH2:16][CH:15]([CH2:17][CH2:18][CH3:19])[CH2:14][C:13]2=[O:20])[CH:7]=1. The yield is 0.300. (5) The yield is 0.980. The reactants are [Br:1][C:2]1[CH:11]=[C:10]2[C:5]([C:6]([CH3:14])([CH3:13])[CH2:7][C:8](=[O:12])[NH:9]2)=[CH:4][C:3]=1[CH3:15].[H-].[Na+].[CH3:18][C:19]([O:22][C:23](O[C:23]([O:22][C:19]([CH3:21])([CH3:20])[CH3:18])=[O:24])=[O:24])([CH3:21])[CH3:20]. The product is [C:19]([O:22][C:23]([N:9]1[C:10]2[C:5](=[CH:4][C:3]([CH3:15])=[C:2]([Br:1])[CH:11]=2)[C:6]([CH3:13])([CH3:14])[CH2:7][C:8]1=[O:12])=[O:24])([CH3:21])([CH3:20])[CH3:18]. The catalyst is C1COCC1.